Dataset: Forward reaction prediction with 1.9M reactions from USPTO patents (1976-2016). Task: Predict the product of the given reaction. (1) Given the reactants [CH:1]([C:4]1[C:5]([N:20]=[C:21]([NH2:28])[C:22]2[CH:27]=[CH:26][CH:25]=[CH:24][CH:23]=2)=[C:6]([CH:17]([CH3:19])[CH3:18])[C:7]2[O:16][C:11]3=[N:12][CH:13]=[CH:14][CH:15]=[C:10]3[C:8]=2[CH:9]=1)([CH3:3])[CH3:2].Cl[CH2:30][CH:31]=O.C(=O)(O)[O-].[Na+], predict the reaction product. The product is: [CH:1]([C:4]1[C:5]([N:20]2[CH:31]=[CH:30][N:28]=[C:21]2[C:22]2[CH:23]=[CH:24][CH:25]=[CH:26][CH:27]=2)=[C:6]([CH:17]([CH3:19])[CH3:18])[C:7]2[O:16][C:11]3=[N:12][CH:13]=[CH:14][CH:15]=[C:10]3[C:8]=2[CH:9]=1)([CH3:2])[CH3:3]. (2) Given the reactants [Cl:1][C:2]1[CH:3]=[CH:4][C:5]2[S:9][C:8](S)=[N:7][C:6]=2[CH:11]=1, predict the reaction product. The product is: [Cl:1][C:2]1[CH:3]=[CH:4][C:5]2[S:9][CH:8]=[N:7][C:6]=2[CH:11]=1. (3) The product is: [OH:40][CH2:39][CH2:38][NH:37][C:34]1[N:35]=[CH:36][C:31]([C:2]2[CH:11]=[CH:10][C:9]3[N:8]=[CH:7][C:6]4[N:12]([CH3:22])[C:13](=[O:21])[N:14]([C:15]5[N:16]([CH3:20])[N:17]=[CH:18][CH:19]=5)[C:5]=4[C:4]=3[CH:3]=2)=[CH:32][CH:33]=1. Given the reactants Br[C:2]1[CH:11]=[CH:10][C:9]2[N:8]=[CH:7][C:6]3[N:12]([CH3:22])[C:13](=[O:21])[N:14]([C:15]4[N:16]([CH3:20])[N:17]=[CH:18][CH:19]=4)[C:5]=3[C:4]=2[CH:3]=1.CC1(C)C(C)(C)OB([C:31]2[CH:32]=[CH:33][C:34]([NH:37][CH2:38][CH2:39][OH:40])=[N:35][CH:36]=2)O1, predict the reaction product. (4) Given the reactants [CH2:1]([O:3][P:4]([C:9]1[C:10](=[O:24])[NH:11][C:12]2[C:17]([CH:18]=1)=[CH:16][C:15]([S:19](Cl)(=[O:21])=[O:20])=[C:14]([Cl:23])[CH:13]=2)(=[O:8])[O:5][CH2:6][CH3:7])[CH3:2].Cl.C(OCC)(=O)C.[OH-].[NH4+:33], predict the reaction product. The product is: [CH2:1]([O:3][P:4]([C:9]1[C:10](=[O:24])[NH:11][C:12]2[C:17]([CH:18]=1)=[CH:16][C:15]([S:19]([NH2:33])(=[O:21])=[O:20])=[C:14]([Cl:23])[CH:13]=2)(=[O:8])[O:5][CH2:6][CH3:7])[CH3:2].